From a dataset of Catalyst prediction with 721,799 reactions and 888 catalyst types from USPTO. Predict which catalyst facilitates the given reaction. (1) Product: [CH3:11][C:12]1([CH3:30])[C:21]2[C:16](=[CH:17][CH:18]=[C:19]([CH3:22])[CH:20]=2)[NH:15][CH:14]([C:23]2[CH:24]=[C:25]([NH:29][S:7]([C:3]3[CH:2]=[N:1][CH:6]=[CH:5][CH:4]=3)(=[O:9])=[O:8])[CH:26]=[CH:27][CH:28]=2)[CH2:13]1. The catalyst class is: 4. Reactant: [N:1]1[CH:6]=[CH:5][CH:4]=[C:3]([S:7](Cl)(=[O:9])=[O:8])[CH:2]=1.[CH3:11][C:12]1([CH3:30])[C:21]2[C:16](=[CH:17][CH:18]=[C:19]([CH3:22])[CH:20]=2)[NH:15][CH:14]([C:23]2[CH:24]=[C:25]([NH2:29])[CH:26]=[CH:27][CH:28]=2)[CH2:13]1.N1C=CC=CC=1. (2) Reactant: C(N(CC)CC)C.[F:8][C:9]1[CH:10]=[CH:11][C:12]([S:19](=[O:37])(=[O:36])[NH:20][C:21]2[CH:22]=[CH:23][C:24]3[C@H:25]4[CH2:35][C@H:26]4[CH2:27][O:28][C:29]=3[C:30]=2[C:31]([O:33][CH3:34])=[O:32])=[C:13]([CH2:15][C:16](O)=[O:17])[CH:14]=1.[CH2:38]([N:40]1[CH2:44][CH2:43][C@@H:42]([NH2:45])[CH2:41]1)[CH3:39].CCN=C=NCCCN(C)C. Product: [CH2:38]([N:40]1[CH2:44][CH2:43][C@@H:42]([NH:45][C:16]([CH2:15][C:13]2[CH:14]=[C:9]([F:8])[CH:10]=[CH:11][C:12]=2[S:19]([NH:20][C:21]2[C:30]([C:31]([O:33][CH3:34])=[O:32])=[C:29]3[C:24]([C@H:25]4[CH2:35][C@H:26]4[CH2:27][O:28]3)=[CH:23][CH:22]=2)(=[O:37])=[O:36])=[O:17])[CH2:41]1)[CH3:39]. The catalyst class is: 2. (3) Reactant: [F:1][C:2]1[C:10]([F:11])=[C:9]([F:12])[C:8]([F:13])=[CH:7][C:3]=1[C:4]([OH:6])=[O:5].[Li][CH2:15]CCC.C(=O)=O. Product: [CH3:15][C:7]1[C:3]([C:4]([OH:6])=[O:5])=[C:2]([F:1])[C:10]([F:11])=[C:9]([F:12])[C:8]=1[F:13]. The catalyst class is: 1. (4) Reactant: [CH2:1]([O:3][C:4](=[O:30])[CH2:5][N:6]1[CH2:11][CH2:10][CH:9]([C:12]2[N:20]=[C:19]3[N:14]([C:15](Cl)=[N:16][C:17]([C:21]4[CH:26]=[CH:25][C:24]([Cl:27])=[CH:23][C:22]=4[Cl:28])=[CH:18]3)[N:13]=2)[CH2:8][CH2:7]1)[CH3:2].Cl.[NH2:32][C:33]1[C:38]([C:39](=[O:44])[C:40]([F:43])([F:42])[F:41])=[CH:37][CH:36]=[C:35]([NH:45][CH2:46][CH2:47][NH2:48])[N:34]=1.C(N(CC)C(C)C)(C)C. Product: [CH2:1]([O:3][C:4](=[O:30])[CH2:5][N:6]1[CH2:11][CH2:10][CH:9]([C:12]2[N:20]=[C:19]3[N:14]([C:15]([NH:48][CH2:47][CH2:46][NH:45][C:35]4[CH:36]=[CH:37][C:38]([C:39](=[O:44])[C:40]([F:42])([F:43])[F:41])=[C:33]([NH2:32])[N:34]=4)=[N:16][C:17]([C:21]4[CH:26]=[CH:25][C:24]([Cl:27])=[CH:23][C:22]=4[Cl:28])=[CH:18]3)[N:13]=2)[CH2:8][CH2:7]1)[CH3:2]. The catalyst class is: 16. (5) Reactant: [N:1]1[CH:6]=[CH:5][CH:4]=[C:3]([C:7]2[CH:8]=[C:9]3[C:14](=[N:15][CH:16]=2)[NH:13][CH2:12][CH2:11][CH2:10]3)[CH:2]=1.N1C=CC=CC=1.[C:23](Cl)(=[O:25])[CH3:24].C([O-])(O)=O.[Na+]. Product: [N:1]1[CH:6]=[CH:5][CH:4]=[C:3]([C:7]2[CH:8]=[C:9]3[C:14](=[N:15][CH:16]=2)[N:13]([C:23](=[O:25])[CH3:24])[CH2:12][CH2:11][CH2:10]3)[CH:2]=1. The catalyst class is: 34. (6) Reactant: N#N.[Br:3][C:4]1[N:5]=[C:6]([CH2:9][OH:10])[S:7][CH:8]=1.CCN(CC)CC.[S:18](Cl)([CH3:21])(=[O:20])=[O:19]. Product: [CH3:21][S:18]([O:10][CH2:9][C:6]1[S:7][CH:8]=[C:4]([Br:3])[N:5]=1)(=[O:20])=[O:19]. The catalyst class is: 64. (7) Reactant: [NH2:1][C:2]1[CH:7]=[CH:6][C:5]([CH2:8][C:9]([O:11][CH2:12][CH3:13])=[O:10])=[CH:4][C:3]=1C.C(N(CC)CC)C.[CH3:22][O:23][C:24]1[CH:29]=[CH:28][CH:27]=[CH:26][C:25]=1[N:30]=[C:31]=[O:32]. Product: [CH3:22][O:23][C:24]1[CH:29]=[CH:28][CH:27]=[CH:26][C:25]=1[NH:30][C:31](=[O:32])[NH:1][C:2]1[CH:3]=[CH:4][C:5]([CH2:8][C:9]([O:11][CH2:12][CH3:13])=[O:10])=[CH:6][CH:7]=1. The catalyst class is: 1. (8) Reactant: [CH3:1][C:2]1[NH:3][C:4]2[C:9]([C:10]=1[C:11]([O:13][CH2:14][CH3:15])=[O:12])=[CH:8]C=CC=2.[CH3:16][Al](C)C. Product: [CH3:8][C:9]1[CH:4]=[N:3][CH:16]=[C:2]([CH3:1])[C:10]=1[C:11]([O:13][CH2:14][CH3:15])=[O:12]. The catalyst class is: 12.